Task: Regression. Given two drug SMILES strings and cell line genomic features, predict the synergy score measuring deviation from expected non-interaction effect.. Dataset: NCI-60 drug combinations with 297,098 pairs across 59 cell lines (1) Drug 1: C1CN(CCN1C(=O)CCBr)C(=O)CCBr. Drug 2: CC1C(C(CC(O1)OC2CC(CC3=C2C(=C4C(=C3O)C(=O)C5=CC=CC=C5C4=O)O)(C(=O)C)O)N)O. Cell line: BT-549. Synergy scores: CSS=34.0, Synergy_ZIP=-11.1, Synergy_Bliss=-7.52, Synergy_Loewe=-5.82, Synergy_HSA=-4.69. (2) Drug 1: CN1CCC(CC1)COC2=C(C=C3C(=C2)N=CN=C3NC4=C(C=C(C=C4)Br)F)OC. Drug 2: CC1=C(C=C(C=C1)C(=O)NC2=CC(=CC(=C2)C(F)(F)F)N3C=C(N=C3)C)NC4=NC=CC(=N4)C5=CN=CC=C5. Cell line: IGROV1. Synergy scores: CSS=55.8, Synergy_ZIP=1.87, Synergy_Bliss=2.95, Synergy_Loewe=-10.1, Synergy_HSA=2.36.